This data is from CYP1A2 inhibition data for predicting drug metabolism from PubChem BioAssay. The task is: Regression/Classification. Given a drug SMILES string, predict its absorption, distribution, metabolism, or excretion properties. Task type varies by dataset: regression for continuous measurements (e.g., permeability, clearance, half-life) or binary classification for categorical outcomes (e.g., BBB penetration, CYP inhibition). Dataset: cyp1a2_veith. (1) The compound is Cc1ccc(SCN2CCCCC2)cc1.O=C(Cl)c1ccc([N+](=O)[O-])cc1. The result is 1 (inhibitor). (2) The result is 1 (inhibitor). The drug is O=C(Nc1ccccc1Cl)c1ccn[nH]1. (3) The compound is O=C1C2=CC[C@H]3C(=O)N(Cc4ccc5c(c4)OCO5)C(=O)[C@@H]3[C@@H]2[C@H](O)[C@@H]2O[C@H]12. The result is 0 (non-inhibitor). (4) The compound is COc1ccccc1-c1ccc2ncnc(NCc3cnc(C)cn3)c2c1. The result is 1 (inhibitor). (5) The molecule is O=C(Nc1cc(C(F)(F)F)ccc1N1CCCCC1)c1ccc(Br)o1. The result is 1 (inhibitor). (6) The compound is NC1(C(=O)O)CC1. The result is 0 (non-inhibitor). (7) The compound is Cc1cc(=O)oc(C)c1C(=O)NCc1cccnc1. The result is 1 (inhibitor).